This data is from Reaction yield outcomes from USPTO patents with 853,638 reactions. The task is: Predict the reaction yield, written as a fraction of the theoretical maximum amount of product (1.0 means a 100% yield; for example, 0.34 means a 34% yield). The reactants are [Cl:1][C:2]1[C:3]([F:25])=[C:4]([C:17]2[CH:22]=[C:21]([O:23][CH3:24])[N:20]=[CH:19][N:18]=2)[C:5]([N:8]2[CH:12]=[C:11]([Si](C)(C)C)[N:10]=[N:9]2)=[CH:6][CH:7]=1.C1C(=O)N([Cl:33])C(=O)C1. The catalyst is C(#N)C. The product is [Cl:1][C:2]1[C:3]([F:25])=[C:4]([C:17]2[CH:22]=[C:21]([O:23][CH3:24])[N:20]=[CH:19][N:18]=2)[C:5]([N:8]2[CH:12]=[C:11]([Cl:33])[N:10]=[N:9]2)=[CH:6][CH:7]=1. The yield is 0.430.